Dataset: Full USPTO retrosynthesis dataset with 1.9M reactions from patents (1976-2016). Task: Predict the reactants needed to synthesize the given product. (1) Given the product [CH:3]1([NH:8][C:9]2[N:14]=[C:13]([C:15]3[C:16]([C:25]4[CH:26]=[CH:27][C:28]([F:31])=[CH:29][CH:30]=4)=[N:17][N:18]4[CH:23]=[C:22]([NH:24][CH:33]([CH3:35])[CH3:32])[CH:21]=[CH:20][C:19]=34)[CH:12]=[CH:11][N:10]=2)[CH2:7][CH2:6][CH2:5][CH2:4]1, predict the reactants needed to synthesize it. The reactants are: Cl.Cl.[CH:3]1([NH:8][C:9]2[N:14]=[C:13]([C:15]3[C:16]([C:25]4[CH:30]=[CH:29][C:28]([F:31])=[CH:27][CH:26]=4)=[N:17][N:18]4[CH:23]=[C:22]([NH2:24])[CH:21]=[CH:20][C:19]=34)[CH:12]=[CH:11][N:10]=2)[CH2:7][CH2:6][CH2:5][CH2:4]1.[CH3:32][C:33]([CH3:35])=O. (2) The reactants are: C(O[C:4]([C:6]1[C:7]([OH:23])=[C:8]2[CH:14]=[CH:13][N:12]([CH2:15][C:16]3[CH:21]=[CH:20][C:19]([F:22])=[CH:18][CH:17]=3)[C:9]2=[CH:10][N:11]=1)=[O:5])C.[NH2:24][CH2:25][C:26]([OH:28])=[O:27].C[O-].[Na+].CO. Given the product [F:22][C:19]1[CH:20]=[CH:21][C:16]([CH2:15][N:12]2[C:9]3=[CH:10][N:11]=[C:6]([C:4]([NH:24][CH2:25][C:26]([OH:28])=[O:27])=[O:5])[C:7]([OH:23])=[C:8]3[CH:14]=[CH:13]2)=[CH:17][CH:18]=1, predict the reactants needed to synthesize it. (3) Given the product [ClH:29].[F:2][C:3]1[CH:22]=[C:21]([CH3:23])[C:20]([OH:24])=[CH:19][C:4]=1[NH:5][C:6]1[C:15]2[C:10](=[CH:11][C:12]([O:18][CH2:30][CH2:31][CH2:32][C:33]3[CH:38]=[CH:37][N:36]=[CH:35][CH:34]=3)=[C:13]([O:16][CH3:17])[CH:14]=2)[N:9]=[CH:8][N:7]=1, predict the reactants needed to synthesize it. The reactants are: Cl.[F:2][C:3]1[CH:22]=[C:21]([CH3:23])[C:20]([O:24]C(OC)=O)=[CH:19][C:4]=1[NH:5][C:6]1[C:15]2[C:10](=[CH:11][C:12]([OH:18])=[C:13]([O:16][CH3:17])[CH:14]=2)[N:9]=[CH:8][N:7]=1.[Cl:29][CH2:30][CH2:31][CH2:32][C:33]1[CH:38]=[CH:37][N:36]=[C:35](Cl)[CH:34]=1.C(=O)([O-])[O-].[K+].[K+].[I-].[K+]. (4) Given the product [C:1]([O:5][C:6]([NH:8][CH:9]([CH2:13][N:14]1[CH:18]=[C:17]([I:19])[CH:16]=[N:15]1)[C:10]([O:12][CH3:20])=[O:11])=[O:7])([CH3:4])([CH3:2])[CH3:3], predict the reactants needed to synthesize it. The reactants are: [C:1]([O:5][C:6]([NH:8][C@@H:9]([CH2:13][N:14]1[CH:18]=[C:17]([I:19])[CH:16]=[N:15]1)[C:10]([OH:12])=[O:11])=[O:7])([CH3:4])([CH3:3])[CH3:2].[C:20]([O-])([O-])=O.[K+].[K+].CI. (5) Given the product [C:61]([NH:69][C:48]1[N:53]=[CH:52][C:51]([CH:54]([CH3:60])[C:55]([O:57][CH2:58][CH3:59])=[O:56])=[CH:50][CH:49]=1)(=[O:68])[C:62]1[CH:67]=[CH:66][CH:65]=[CH:64][CH:63]=1, predict the reactants needed to synthesize it. The reactants are: C1C=CC(P(C2C(C3C(P(C4C=CC=CC=4)C4C=CC=CC=4)=CC=C4C=3C=CC=C4)=C3C(C=CC=C3)=CC=2)C2C=CC=CC=2)=CC=1.Cl[C:48]1[N:53]=[CH:52][C:51]([CH:54]([CH3:60])[C:55]([O:57][CH2:58][CH3:59])=[O:56])=[CH:50][CH:49]=1.[C:61]([NH2:69])(=[O:68])[C:62]1[CH:67]=[CH:66][CH:65]=[CH:64][CH:63]=1.C([O-])([O-])=O.[Cs+].[Cs+]. (6) Given the product [F:1][C:2]([F:15])([F:14])[C:3]1[CH:4]=[CH:5][N:6]=[CH:7][C:8]=1[C:9]([O:11][CH3:12])=[O:10], predict the reactants needed to synthesize it. The reactants are: [F:1][C:2]([F:15])([F:14])[C:3](=O)[CH:4]=[CH:5][NH:6][CH:7]=[CH:8][C:9]([O:11][CH3:12])=[O:10].Cl.